Dataset: Full USPTO retrosynthesis dataset with 1.9M reactions from patents (1976-2016). Task: Predict the reactants needed to synthesize the given product. (1) Given the product [NH2:1][C:2]1[N:7]=[C:6]([C:8]2[O:9][CH:10]=[CH:11][CH:12]=2)[C:5]([C:13]#[N:14])=[C:4]([O:28][CH2:27][CH2:26][CH2:25][C:19]2[CH:24]=[CH:23][CH:22]=[CH:21][CH:20]=2)[N:3]=1, predict the reactants needed to synthesize it. The reactants are: [NH2:1][C:2]1[N:7]=[C:6]([C:8]2[O:9][CH:10]=[CH:11][CH:12]=2)[C:5]([C:13]#[N:14])=[C:4](S(C)(=O)=O)[N:3]=1.[C:19]1([CH2:25][CH2:26][CH2:27][OH:28])[CH:24]=[CH:23][CH:22]=[CH:21][CH:20]=1.C1CCN2C(=NCCC2)CC1. (2) Given the product [F:22][C:16]1[CH:17]=[CH:18][CH:19]=[C:20]([F:21])[C:15]=1[N:10]1[C:4]2[N:5]=[C:6]([S:8][CH3:9])[N:7]=[C:2]([C:29]3[CH:28]=[C:27]([NH:30][C:31]([C:33]4[CH:37]=[CH:36][S:35][CH:34]=4)=[O:32])[CH:26]=[CH:25][C:24]=3[CH3:23])[C:3]=2[CH2:13][NH:12][C:11]1=[O:14], predict the reactants needed to synthesize it. The reactants are: Cl[C:2]1[N:7]=[C:6]([S:8][CH3:9])[N:5]=[C:4]2[N:10]([C:15]3[C:20]([F:21])=[CH:19][CH:18]=[CH:17][C:16]=3[F:22])[C:11](=[O:14])[NH:12][CH2:13][C:3]=12.[CH3:23][C:24]1[CH:29]=[CH:28][C:27]([NH:30][C:31]([C:33]2[CH:37]=[CH:36][S:35][CH:34]=2)=[O:32])=[CH:26][C:25]=1B1OC(C)(C)C(C)(C)O1.